Predict which catalyst facilitates the given reaction. From a dataset of Catalyst prediction with 721,799 reactions and 888 catalyst types from USPTO. Reactant: Cl[C:2]1[N:7]=[C:6]([N:8]([CH3:26])[CH:9]2[CH2:25][CH2:24][C:12]3([CH2:16][N:15]([C:17]([O:19][C:20]([CH3:23])([CH3:22])[CH3:21])=[O:18])[CH2:14][CH2:13]3)[CH2:11][CH2:10]2)[C:5]([Cl:27])=[CH:4][N:3]=1.Cl.[CH3:29][N:30]1[CH:34]=[C:33]([NH2:35])[CH:32]=[N:31]1.CCN(C(C)C)C(C)C. Product: [Cl:27][C:5]1[C:6]([N:8]([CH3:26])[CH:9]2[CH2:10][CH2:11][C:12]3([CH2:16][N:15]([C:17]([O:19][C:20]([CH3:21])([CH3:22])[CH3:23])=[O:18])[CH2:14][CH2:13]3)[CH2:24][CH2:25]2)=[N:7][C:2]([NH:35][C:33]2[CH:32]=[N:31][N:30]([CH3:29])[CH:34]=2)=[N:3][CH:4]=1. The catalyst class is: 114.